From a dataset of Forward reaction prediction with 1.9M reactions from USPTO patents (1976-2016). Predict the product of the given reaction. (1) Given the reactants Cl[C:2]1[N:3]=[C:4]([N:23]2[CH2:28][CH2:27][O:26][CH2:25][CH2:24]2)[C:5]2[S:10][C:9]([C:11]([N:13]3[CH2:18][CH2:17][N:16]([S:19]([CH3:22])(=[O:21])=[O:20])[CH2:15][CH2:14]3)=[O:12])=[N:8][C:6]=2[N:7]=1.B(O)(O)[C:30]1[CH:38]=[CH:37][CH:36]=[C:35]2[C:31]=1[CH:32]=[N:33][NH:34]2.C(=O)([O-])[O-].[Na+].[Na+].C(#N)C, predict the reaction product. The product is: [NH:34]1[C:35]2[C:31](=[C:30]([C:2]3[N:3]=[C:4]([N:23]4[CH2:28][CH2:27][O:26][CH2:25][CH2:24]4)[C:5]4[S:10][C:9]([C:11]([N:13]5[CH2:18][CH2:17][N:16]([S:19]([CH3:22])(=[O:21])=[O:20])[CH2:15][CH2:14]5)=[O:12])=[N:8][C:6]=4[N:7]=3)[CH:38]=[CH:37][CH:36]=2)[CH:32]=[N:33]1. (2) The product is: [Cl:24][C:13]1[CH:18]=[C:17]([C:19]#[N:20])[CH:16]=[CH:15][C:12]=1[S:9]([NH:8][C:5]1[N:6]=[N:7][C:2]([Cl:1])=[CH:3][C:4]=1[O:22][CH3:23])(=[O:10])=[O:11]. Given the reactants [Cl:1][C:2]1[N:7]=[N:6][C:5]([NH:8][S:9]([CH2:12][C:13]2[CH:18]=[C:17]([C:19]#[N:20])[CH:16]=[CH:15]C=2Cl)(=[O:11])=[O:10])=[C:4]([O:22][CH3:23])[CH:3]=1.[Cl:24]C1C=C(C#N)C=CC=1S(Cl)(=O)=O.ClC1C=CC(C#N)=CC=1CS(Cl)(=O)=O, predict the reaction product. (3) Given the reactants Cl[CH2:2][CH2:3][O:4][C:5]1[CH:10]=[CH:9][C:8]([C:11]([C:13]2[CH:18]=[C:17]([CH3:19])[CH:16]=[CH:15][C:14]=2[O:20][C:21]2[C:30]3[C:25](=[CH:26][C:27]([O:33][CH3:34])=[C:28]([O:31][CH3:32])[CH:29]=3)[N:24]=[CH:23][CH:22]=2)=[O:12])=[CH:7][CH:6]=1.C(=O)([O-])[O-].[K+].[K+].[NH:41]1[CH2:46][CH2:45][CH2:44][CH2:43][CH2:42]1.O, predict the reaction product. The product is: [CH3:32][O:31][C:28]1[CH:29]=[C:30]2[C:25](=[CH:26][C:27]=1[O:33][CH3:34])[N:24]=[CH:23][CH:22]=[C:21]2[O:20][C:14]1[CH:15]=[CH:16][C:17]([CH3:19])=[CH:18][C:13]=1[C:11]([C:8]1[CH:9]=[CH:10][C:5]([O:4][CH2:3][CH2:2][N:41]2[CH2:46][CH2:45][CH2:44][CH2:43][CH2:42]2)=[CH:6][CH:7]=1)=[O:12]. (4) Given the reactants [Cl:1][C:2]1[CH:3]=[C:4]([CH:19]=[CH:20][C:21]=1[Cl:22])[CH2:5][C:6]1[N:10]([CH2:11][C:12](O)=[O:13])[C:9]2[CH:15]=[CH:16][CH:17]=[CH:18][C:8]=2[N:7]=1.[C:23]([C:27]1[CH:28]=[C:29]([CH:31]=[C:32]([C:34]([CH3:37])([CH3:36])[CH3:35])[CH:33]=1)[NH2:30])([CH3:26])([CH3:25])[CH3:24].CN(C(ON1N=NC2C=CC=NC1=2)=[N+](C)C)C.F[P-](F)(F)(F)(F)F, predict the reaction product. The product is: [C:34]([C:32]1[CH:31]=[C:29]([NH:30][C:12](=[O:13])[CH2:11][N:10]2[C:9]3[CH:15]=[CH:16][CH:17]=[CH:18][C:8]=3[N:7]=[C:6]2[CH2:5][C:4]2[CH:19]=[CH:20][C:21]([Cl:22])=[C:2]([Cl:1])[CH:3]=2)[CH:28]=[C:27]([C:23]([CH3:26])([CH3:25])[CH3:24])[CH:33]=1)([CH3:37])([CH3:36])[CH3:35]. (5) Given the reactants [OH:1][C@@H:2]1[CH2:7][CH2:6][CH2:5][N:4]([C:8]([O:10][C:11]([CH3:14])([CH3:13])[CH3:12])=[O:9])[CH2:3]1.[H-].[Na+].[Cl:17][C:18]1[CH:23]=[N:22][CH:21]=[C:20](Cl)[N:19]=1, predict the reaction product. The product is: [Cl:17][C:18]1[N:19]=[C:20]([O:1][C@@H:2]2[CH2:7][CH2:6][CH2:5][N:4]([C:8]([O:10][C:11]([CH3:14])([CH3:13])[CH3:12])=[O:9])[CH2:3]2)[CH:21]=[N:22][CH:23]=1. (6) Given the reactants [Cl:1][C:2]1[CH:3]=[C:4](/[CH:9]=[CH:10]/[C:11]([N:13]2[CH2:19][CH2:18][C:17](=[O:20])[NH:16][CH2:15][CH2:14]2)=[O:12])[CH:5]=[CH:6][C:7]=1[Cl:8].Cl[CH2:22][CH2:23][N:24]1[CH2:29][CH2:28][CH2:27][CH2:26][CH2:25]1, predict the reaction product. The product is: [Cl:1][C:2]1[CH:3]=[C:4](/[CH:9]=[CH:10]/[C:11]([N:13]2[CH2:19][CH2:18][C:17](=[O:20])[N:16]([CH2:22][CH2:23][N:24]3[CH2:29][CH2:28][CH2:27][CH2:26][CH2:25]3)[CH2:15][CH2:14]2)=[O:12])[CH:5]=[CH:6][C:7]=1[Cl:8]. (7) Given the reactants [Cl:1][C:2]1[CH:8]=[C:7]([O:9][C:10]2[C:19]3[C:14](=[CH:15][C:16]([O:22][CH3:23])=[C:17]([O:20][CH3:21])[CH:18]=3)[N:13]=[CH:12][N:11]=2)[CH:6]=[CH:5][C:3]=1[NH2:4].C(N(CC)CC)C.ClC(Cl)(O[C:35](=[O:41])OC(Cl)(Cl)Cl)Cl.[CH2:43]([N:50]1[CH2:55][CH2:54][CH:53]([NH2:56])[CH2:52][CH2:51]1)[C:44]1[CH:49]=[CH:48][CH:47]=[CH:46][CH:45]=1, predict the reaction product. The product is: [CH2:43]([N:50]1[CH2:55][CH2:54][CH:53]([NH:56][C:35]([NH:4][C:3]2[CH:5]=[CH:6][C:7]([O:9][C:10]3[C:19]4[C:14](=[CH:15][C:16]([O:22][CH3:23])=[C:17]([O:20][CH3:21])[CH:18]=4)[N:13]=[CH:12][N:11]=3)=[CH:8][C:2]=2[Cl:1])=[O:41])[CH2:52][CH2:51]1)[C:44]1[CH:45]=[CH:46][CH:47]=[CH:48][CH:49]=1.